From a dataset of Full USPTO retrosynthesis dataset with 1.9M reactions from patents (1976-2016). Predict the reactants needed to synthesize the given product. (1) Given the product [CH3:9][O:10][C:11](=[O:26])[CH2:12][C:13]1[C:14]([CH3:25])=[N:15][N:16]([C:31]2[CH:32]=[N:27][CH:28]=[N:29][CH:30]=2)[C:17]=1[C:18]1[CH:23]=[CH:22][C:21]([Cl:24])=[CH:20][CH:19]=1, predict the reactants needed to synthesize it. The reactants are: [F-].[Cs+].CC(C)([O-])C.[K+].[CH3:9][O:10][C:11](=[O:26])[CH2:12][C:13]1[C:14]([CH3:25])=[N:15][NH:16][C:17]=1[C:18]1[CH:23]=[CH:22][C:21]([Cl:24])=[CH:20][CH:19]=1.[N:27]1[CH:32]=[C:31](B(O)O)[CH:30]=[N:29][CH:28]=1.[Cl-].[NH4+]. (2) The reactants are: [Cl:1][C:2]1[CH:3]=[C:4]2[C:17]([CH3:19])([CH3:18])[C:16]([CH3:20])=[N:15][C:5]2=[N+:6]([CH2:8][CH2:9][CH2:10]S([O-])(=O)=O)[CH:7]=1.C1C[O:27][S:24](=[O:26])(=[O:25])[CH2:23]C1. Given the product [Cl:1][C:2]1[CH:3]=[C:4]2[C:17]([CH3:18])([CH3:19])[C:16]([CH3:20])=[N:15][C:5]2=[N+:6]([CH2:8][CH2:9][CH2:10][CH2:23][S:24]([O-:27])(=[O:26])=[O:25])[CH:7]=1, predict the reactants needed to synthesize it. (3) Given the product [OH:1][C:2]1[CH:3]=[C:4]([CH:9]=[C:10]([OH:13])[C:11]=1[OH:12])[C:5]([O:7][CH2:8][CH2:14][CH2:15][CH3:16])=[O:6], predict the reactants needed to synthesize it. The reactants are: [OH:1][C:2]1[CH:3]=[C:4]([CH:9]=[C:10]([OH:13])[C:11]=1[OH:12])[C:5]([O:7][CH3:8])=[O:6].[CH2:14](O)[CH2:15][CH2:16]C. (4) Given the product [CH:8]([C:7]1[CH:6]=[CH:5][N:4]=[C:3]2[C:11]([CH3:12])=[N:16][N:15]([CH3:14])[C:2]=12)([CH3:10])[CH3:9], predict the reactants needed to synthesize it. The reactants are: F[C:2]1[C:3]([C:11](=O)[CH3:12])=[N:4][CH:5]=[CH:6][C:7]=1[CH:8]([CH3:10])[CH3:9].[CH3:14][NH:15][NH2:16].